This data is from Catalyst prediction with 721,799 reactions and 888 catalyst types from USPTO. The task is: Predict which catalyst facilitates the given reaction. (1) The catalyst class is: 166. Reactant: [C:1](Cl)(=[O:3])[CH3:2].[NH2:5][C:6]1[CH:7]=[C:8]([C:12]2[O:13][C:14]([CH3:35])=[C:15]([CH2:17][CH2:18][O:19][C:20]3[CH:21]=[C:22]4[C:26](=[CH:27][CH:28]=3)[C@H:25]([CH2:29][C:30]([O:32][CH2:33][CH3:34])=[O:31])[CH2:24][CH2:23]4)[N:16]=2)[CH:9]=[CH:10][CH:11]=1.C(N(CC)CC)C. Product: [C:1]([NH:5][C:6]1[CH:7]=[C:8]([C:12]2[O:13][C:14]([CH3:35])=[C:15]([CH2:17][CH2:18][O:19][C:20]3[CH:21]=[C:22]4[C:26](=[CH:27][CH:28]=3)[C@H:25]([CH2:29][C:30]([O:32][CH2:33][CH3:34])=[O:31])[CH2:24][CH2:23]4)[N:16]=2)[CH:9]=[CH:10][CH:11]=1)(=[O:3])[CH3:2]. (2) Reactant: [CH2:1]([O:5][CH2:6][CH2:7][O:8][C:9]1[CH:14]=[CH:13][C:12]([C:15]2[CH:16]=[CH:17][C:18]3[NH:24][CH2:23][CH2:22][C:21]([C:25]([NH:27][C:28]4[CH:33]=[CH:32][C:31]([CH:34]([OH:43])[C:35]5[CH:40]=[C:39]([CH3:41])[CH:38]=[CH:37][N+:36]=5[O-:42])=[C:30]([O:44][CH3:45])[CH:29]=4)=[O:26])=[CH:20][C:19]=3[CH:46]=2)=[CH:11][CH:10]=1)[CH2:2][CH2:3][CH3:4].C(=O)(O)[O-].[Na+]. Product: [CH2:1]([O:5][CH2:6][CH2:7][O:8][C:9]1[CH:10]=[CH:11][C:12]([C:15]2[CH:16]=[CH:17][C:18]3[N:24]([CH2:11][CH:12]([CH3:15])[CH3:13])[CH2:23][CH2:22][C:21]([C:25]([NH:27][C:28]4[CH:33]=[CH:32][C:31]([CH:34]([OH:43])[C:35]5[CH:40]=[C:39]([CH3:41])[CH:38]=[CH:37][N+:36]=5[O-:42])=[C:30]([O:44][CH3:45])[CH:29]=4)=[O:26])=[CH:20][C:19]=3[CH:46]=2)=[CH:13][CH:14]=1)[CH2:2][CH2:3][CH3:4]. The catalyst class is: 26. (3) Product: [Cl:1][C:2]1[N:3]=[CH:4][N:5]([C:7]2[CH:12]=[CH:11][C:10]([NH:13][C:14]3[N:15]=[C:16]([N:30]4[CH2:31][CH2:32][NH:33][CH2:34][CH2:35]4)[C:17]4[CH2:22][CH2:21][CH:20]([C:23]5[CH:24]=[CH:25][C:26]([F:29])=[CH:27][CH:28]=5)[C:18]=4[N:19]=3)=[CH:9][C:8]=2[O:43][CH3:44])[CH:6]=1.[C:45]([OH:51])([C:47]([F:50])([F:49])[F:48])=[O:46]. The catalyst class is: 2. Reactant: [Cl:1][C:2]1[N:3]=[CH:4][N:5]([C:7]2[CH:12]=[CH:11][C:10]([NH:13][C:14]3[N:15]=[C:16]([N:30]4[CH2:35][CH2:34][N:33](C(OC(C)(C)C)=O)[CH2:32][CH2:31]4)[C:17]4[CH2:22][CH2:21][CH:20]([C:23]5[CH:28]=[CH:27][C:26]([F:29])=[CH:25][CH:24]=5)[C:18]=4[N:19]=3)=[CH:9][C:8]=2[O:43][CH3:44])[CH:6]=1.[C:45]([OH:51])([C:47]([F:50])([F:49])[F:48])=[O:46]. (4) Reactant: Cl[CH2:2][C:3]([N:5]1[CH2:10][CH2:9][N:8]([C:11]2[CH:16]=[CH:15][C:14]([Cl:17])=[C:13]([O:18][CH3:19])[CH:12]=2)[CH2:7][CH2:6]1)=[O:4].[Cl:20][C:21]1[CH:31]=[CH:30][C:24]2[NH:25][C:26](=[O:29])[O:27][CH2:28][C:23]=2[CH:22]=1.C([O-])([O-])=O.[Cs+].[Cs+]. Product: [Cl:20][C:21]1[CH:31]=[CH:30][C:24]2[N:25]([CH2:2][C:3]([N:5]3[CH2:10][CH2:9][N:8]([C:11]4[CH:16]=[CH:15][C:14]([Cl:17])=[C:13]([O:18][CH3:19])[CH:12]=4)[CH2:7][CH2:6]3)=[O:4])[C:26](=[O:29])[O:27][CH2:28][C:23]=2[CH:22]=1. The catalyst class is: 31. (5) Reactant: [CH:1]1([CH2:4][O:5][C:6]2[CH:11]=[CH:10][C:9]([C:12]3[C:17](=[O:18])[N:16]([CH2:19][C:20]4[CH:25]=[CH:24][C:23]([C:26]5[C:27]([C:32]#[N:33])=[CH:28][CH:29]=[CH:30][CH:31]=5)=[CH:22][CH:21]=4)[C:15]([CH2:34][CH2:35][CH3:36])=[N:14][C:13]=3[CH3:37])=[CH:8][CH:7]=2)[CH2:3][CH2:2]1.Cl.[NH2:39]O.[C:41](=[O:44])([O-])[OH:42].[Na+]. Product: [CH:1]1([CH2:4][O:5][C:6]2[CH:7]=[CH:8][C:9]([C:12]3[C:17](=[O:18])[N:16]([CH2:19][C:20]4[CH:25]=[CH:24][C:23]([C:26]5[CH:31]=[CH:30][CH:29]=[CH:28][C:27]=5[C:32]5[NH:39][C:41](=[O:44])[O:42][N:33]=5)=[CH:22][CH:21]=4)[C:15]([CH2:34][CH2:35][CH3:36])=[N:14][C:13]=3[CH3:37])=[CH:10][CH:11]=2)[CH2:3][CH2:2]1. The catalyst class is: 148. (6) Product: [I:1][C:2]1[C:10]2[C:5](=[N:6][CH:7]=[CH:8][CH:9]=2)[N:4]([CH2:11][C:12]([OH:14])=[O:13])[N:3]=1. Reactant: [I:1][C:2]1[C:10]2[C:5](=[N:6][CH:7]=[CH:8][CH:9]=2)[N:4]([CH2:11][C:12]([O:14]CC)=[O:13])[N:3]=1.CO.[Li+].[OH-]. The catalyst class is: 1. (7) Reactant: [OH:1][NH2:2].[O:3]([C@H:10]1[CH2:15][C@H:14]([C:16](OC)=[O:17])[C@@H:13]([C:20]([N:22]2[CH2:27][CH2:26][N:25]([C:28]3[CH:33]=[CH:32][CH:31]=[CH:30][CH:29]=3)[CH2:24][CH2:23]2)=[O:21])[CH2:12][CH2:11]1)[C:4]1[CH:9]=[CH:8][CH:7]=[CH:6][CH:5]=1.C(O)(C(F)(F)F)=O. Product: [OH:1][NH:2][C:16]([C@H:14]1[CH2:15][C@H:10]([O:3][C:4]2[CH:9]=[CH:8][CH:7]=[CH:6][CH:5]=2)[CH2:11][CH2:12][C@@H:13]1[C:20]([N:22]1[CH2:27][CH2:26][N:25]([C:28]2[CH:29]=[CH:30][CH:31]=[CH:32][CH:33]=2)[CH2:24][CH2:23]1)=[O:21])=[O:17]. The catalyst class is: 5. (8) Reactant: [CH:1]1([C:5]2[N:10]([C:11]3[CH:16]=[CH:15][CH:14]=[CH:13][CH:12]=3)[C:9](=[O:17])[CH:8]=[C:7]([NH:18][C:19]3[CH:28]=[CH:27][CH:26]=[CH:25][C:20]=3[C:21]([O:23]C)=O)[CH:6]=2)[CH2:4][CH2:3][CH2:2]1.C(=O)(O)[O-].[K+].CC(OC)(C)C.CO. Product: [CH:1]1([C:5]2[N:10]([C:11]3[CH:12]=[CH:13][CH:14]=[CH:15][CH:16]=3)[C:9](=[O:17])[C:8]3[C:21](=[O:23])[C:20]4[CH:25]=[CH:26][CH:27]=[CH:28][C:19]=4[NH:18][C:7]=3[CH:6]=2)[CH2:2][CH2:3][CH2:4]1. The catalyst class is: 6.